Dataset: CYP3A4 inhibition data for predicting drug metabolism from PubChem BioAssay. Task: Regression/Classification. Given a drug SMILES string, predict its absorption, distribution, metabolism, or excretion properties. Task type varies by dataset: regression for continuous measurements (e.g., permeability, clearance, half-life) or binary classification for categorical outcomes (e.g., BBB penetration, CYP inhibition). Dataset: cyp3a4_veith. The compound is N#CC1=C(N)OC2=C(C(=O)CCC2)C12CCC1(CC2)OCCO1. The result is 0 (non-inhibitor).